Dataset: Catalyst prediction with 721,799 reactions and 888 catalyst types from USPTO. Task: Predict which catalyst facilitates the given reaction. (1) Reactant: [Br:1][C:2]1[CH:9]=[CH:8][C:5]([CH:6]=O)=[CH:4][CH:3]=1.Cl.[NH2:11][CH2:12][CH2:13][SH:14]. Product: [Br:1][C:2]1[CH:9]=[CH:8][C:5]([CH:6]2[NH:11][CH2:12][CH2:13][S:14]2)=[CH:4][CH:3]=1. The catalyst class is: 88. (2) Reactant: O1CCCC1.[CH3:6][O:7][C:8]1[CH:13]=[CH:12][C:11]([C:14]2[CH:19]=[CH:18][C:17]([S:20]([NH:23][CH:24]([CH2:29][CH:30]3[O:32][CH2:31]3)[C:25]([O:27]C)=[O:26])(=[O:22])=[O:21])=[CH:16][CH:15]=2)=[CH:10][CH:9]=1.CCN(CC)CC.[SH:40][C:41]1[S:42][CH:43]=[CH:44][N:45]=1. Product: [CH3:6][O:7][C:8]1[CH:13]=[CH:12][C:11]([C:14]2[CH:15]=[CH:16][C:17]([S:20]([NH:23][CH:24]([CH2:29][CH:30]([OH:32])[CH2:31][S:40][C:41]3[S:42][CH:43]=[CH:44][N:45]=3)[C:25]([OH:27])=[O:26])(=[O:22])=[O:21])=[CH:18][CH:19]=2)=[CH:10][CH:9]=1. The catalyst class is: 638. (3) Reactant: [CH2:1]([C:4]1[CH:5]=[C:6]2[O:12][C:11]([NH:13][C:14]([O:16][C:17]([CH3:20])([CH3:19])[CH3:18])=[O:15])=[C:10]([C:21]([O:23][CH2:24][CH3:25])=[O:22])[C:7]2=[N:8][CH:9]=1)[CH:2]=C.C[N+]1([O-])CC[O:30]CC1.S([O-])([O-])=O.[Na+].[Na+].CC(O)=O. Product: [C:17]([O:16][C:14]([NH:13][C:11]1[O:12][C:6]2[C:7](=[N:8][CH:9]=[C:4]([CH2:1][CH:2]=[O:30])[CH:5]=2)[C:10]=1[C:21]([O:23][CH2:24][CH3:25])=[O:22])=[O:15])([CH3:18])([CH3:19])[CH3:20]. The catalyst class is: 822. (4) Reactant: [F:1][C:2]([F:6])([F:5])[CH2:3][OH:4].[H-].[Na+].[NH2:9][C:10]1[N:15]=[C:14]([N:16]([CH2:23][CH2:24][O:25][CH3:26])[C:17]2[CH:22]=[CH:21][CH:20]=[CH:19][CH:18]=2)[N:13]=[C:12]([C:27]2[N:31]=[C:30]([C:32]3[CH:33]=[CH:34][C:35]([CH2:38]OS(C)(=O)=O)=[N:36][CH:37]=3)[O:29][N:28]=2)[N:11]=1. Product: [CH3:26][O:25][CH2:24][CH2:23][N:16]([C:17]1[CH:22]=[CH:21][CH:20]=[CH:19][CH:18]=1)[C:14]1[N:15]=[C:10]([NH2:9])[N:11]=[C:12]([C:27]2[N:31]=[C:30]([C:32]3[CH:37]=[N:36][C:35]([CH2:38][O:4][CH2:3][C:2]([F:6])([F:5])[F:1])=[CH:34][CH:33]=3)[O:29][N:28]=2)[N:13]=1. The catalyst class is: 1.